From a dataset of Forward reaction prediction with 1.9M reactions from USPTO patents (1976-2016). Predict the product of the given reaction. (1) Given the reactants [C:1]([NH:11][CH2:12][CH2:13][C:14]([OH:16])=O)([O:3][CH2:4][C:5]1[CH:10]=[CH:9][CH:8]=[CH:7][CH:6]=1)=[O:2].CN(C(ON1N=NC2C1=CC=CC=2)=[N+](C)C)C.F[P-](F)(F)(F)(F)F.ON1C2C=CC=CC=2N=N1.C(N(C(C)C)CC)(C)C.[C:60]([C:62]1[CH:63]=[C:64]([CH:87]([CH3:89])[CH3:88])[C:65]2[O:69][C:68]([C:70]3[CH:85]=[CH:84][C:73]([C:74]([NH:76][CH2:77][CH:78]4[CH2:83][CH2:82][NH:81][CH2:80][CH2:79]4)=[O:75])=[CH:72][CH:71]=3)=[N:67][C:66]=2[CH:86]=1)#[N:61], predict the reaction product. The product is: [C:60]([C:62]1[CH:63]=[C:64]([CH:87]([CH3:89])[CH3:88])[C:65]2[O:69][C:68]([C:70]3[CH:71]=[CH:72][C:73]([C:74]([NH:76][CH2:77][CH:78]4[CH2:83][CH2:82][N:81]([C:14](=[O:16])[CH2:13][CH2:12][NH:11][C:1](=[O:2])[O:3][CH2:4][C:5]5[CH:6]=[CH:7][CH:8]=[CH:9][CH:10]=5)[CH2:80][CH2:79]4)=[O:75])=[CH:84][CH:85]=3)=[N:67][C:66]=2[CH:86]=1)#[N:61]. (2) Given the reactants [CH2:1]([O:5][C:6]([C:8]1[N:9]=[C:10](Br)[C:11]2[C:16]([C:17]=1[OH:18])=[CH:15][C:14]([O:19][C:20]1[C:25]([CH3:26])=[CH:24][CH:23]=[CH:22][C:21]=1[CH3:27])=[CH:13][CH:12]=2)=[O:7])[CH2:2][CH2:3][CH3:4].[C:29]([Cu])#[N:30], predict the reaction product. The product is: [CH2:1]([O:5][C:6]([C:8]1[N:9]=[C:10]([C:29]#[N:30])[C:11]2[C:16]([C:17]=1[OH:18])=[CH:15][C:14]([O:19][C:20]1[C:25]([CH3:26])=[CH:24][CH:23]=[CH:22][C:21]=1[CH3:27])=[CH:13][CH:12]=2)=[O:7])[CH2:2][CH2:3][CH3:4]. (3) Given the reactants [CH3:1][NH:2][C:3]1[CH:8]=[CH:7][C:6]([CH:9]([CH2:14][N+:15]([O-])=O)[CH2:10][N+:11]([O-])=O)=[CH:5][CH:4]=1.[H][H], predict the reaction product. The product is: [CH3:1][NH:2][C:3]1[CH:4]=[CH:5][C:6]([CH:9]([CH2:14][NH2:15])[CH2:10][NH2:11])=[CH:7][CH:8]=1. (4) The product is: [OH:10][CH2:9][C:2]1[O:3][CH:4]=[C:5]([O:8][CH2:23][C:22]2[CH:25]=[CH:26][C:19]([O:18][CH3:17])=[CH:20][CH:21]=2)[C:6](=[O:7])[CH:1]=1. Given the reactants [CH:1]1[C:6](=[O:7])[C:5]([OH:8])=[CH:4][O:3][C:2]=1[CH2:9][OH:10].C(=O)([O-])[O-].[K+].[K+].[CH3:17][O:18][C:19]1[CH:26]=[CH:25][C:22]([CH2:23]Cl)=[CH:21][CH:20]=1, predict the reaction product.